Dataset: TCR-epitope binding with 47,182 pairs between 192 epitopes and 23,139 TCRs. Task: Binary Classification. Given a T-cell receptor sequence (or CDR3 region) and an epitope sequence, predict whether binding occurs between them. (1) The epitope is ARMILMTHF. Result: 0 (the TCR does not bind to the epitope). The TCR CDR3 sequence is CASSPLGGYYGYTF. (2) Result: 0 (the TCR does not bind to the epitope). The epitope is RPPIFIRRL. The TCR CDR3 sequence is CASKKSTGGNTDTQYF. (3) The epitope is RLQSLQTYV. The TCR CDR3 sequence is CASSVLRGGNEQFF. Result: 0 (the TCR does not bind to the epitope). (4) The epitope is LQPFPQPELPYPQPQ. The TCR CDR3 sequence is CATSRGQGNEQYF. Result: 0 (the TCR does not bind to the epitope). (5) The epitope is TVYDPLQPELDSFK. The TCR CDR3 sequence is CASSGRGWETQYF. Result: 0 (the TCR does not bind to the epitope). (6) The epitope is KLSYGIATV. The TCR CDR3 sequence is CASSQDSDSREQYF. Result: 1 (the TCR binds to the epitope).